Dataset: NCI-60 drug combinations with 297,098 pairs across 59 cell lines. Task: Regression. Given two drug SMILES strings and cell line genomic features, predict the synergy score measuring deviation from expected non-interaction effect. (1) Drug 1: CCCCC(=O)OCC(=O)C1(CC(C2=C(C1)C(=C3C(=C2O)C(=O)C4=C(C3=O)C=CC=C4OC)O)OC5CC(C(C(O5)C)O)NC(=O)C(F)(F)F)O. Drug 2: CCC1(C2=C(COC1=O)C(=O)N3CC4=CC5=C(C=CC(=C5CN(C)C)O)N=C4C3=C2)O.Cl. Cell line: HL-60(TB). Synergy scores: CSS=98.1, Synergy_ZIP=5.91, Synergy_Bliss=5.65, Synergy_Loewe=4.44, Synergy_HSA=6.65. (2) Drug 1: CCN(CC)CCCC(C)NC1=C2C=C(C=CC2=NC3=C1C=CC(=C3)Cl)OC. Drug 2: C(CCl)NC(=O)N(CCCl)N=O. Synergy scores: CSS=8.60, Synergy_ZIP=-4.50, Synergy_Bliss=9.01, Synergy_Loewe=5.67, Synergy_HSA=8.03. Cell line: UACC62. (3) Drug 1: C(=O)(N)NO. Drug 2: CC(C)CN1C=NC2=C1C3=CC=CC=C3N=C2N. Cell line: T-47D. Synergy scores: CSS=9.45, Synergy_ZIP=-2.30, Synergy_Bliss=-2.95, Synergy_Loewe=6.70, Synergy_HSA=-1.07. (4) Drug 1: CC1=C(C=C(C=C1)C(=O)NC2=CC(=CC(=C2)C(F)(F)F)N3C=C(N=C3)C)NC4=NC=CC(=N4)C5=CN=CC=C5. Drug 2: CNC(=O)C1=NC=CC(=C1)OC2=CC=C(C=C2)NC(=O)NC3=CC(=C(C=C3)Cl)C(F)(F)F. Cell line: HCT-15. Synergy scores: CSS=-5.50, Synergy_ZIP=3.80, Synergy_Bliss=1.64, Synergy_Loewe=0.597, Synergy_HSA=-4.82. (5) Drug 1: CC(C)CN1C=NC2=C1C3=CC=CC=C3N=C2N. Drug 2: COCCOC1=C(C=C2C(=C1)C(=NC=N2)NC3=CC=CC(=C3)C#C)OCCOC.Cl. Cell line: SNB-19. Synergy scores: CSS=2.79, Synergy_ZIP=-1.87, Synergy_Bliss=0.195, Synergy_Loewe=-67.7, Synergy_HSA=-2.20. (6) Drug 1: CN(CC1=CN=C2C(=N1)C(=NC(=N2)N)N)C3=CC=C(C=C3)C(=O)NC(CCC(=O)O)C(=O)O. Drug 2: C1=NC2=C(N=C(N=C2N1C3C(C(C(O3)CO)O)F)Cl)N. Cell line: UACC62. Synergy scores: CSS=0.957, Synergy_ZIP=0.685, Synergy_Bliss=2.32, Synergy_Loewe=0.436, Synergy_HSA=0.579. (7) Drug 1: CC1OCC2C(O1)C(C(C(O2)OC3C4COC(=O)C4C(C5=CC6=C(C=C35)OCO6)C7=CC(=C(C(=C7)OC)O)OC)O)O. Drug 2: C(CN)CNCCSP(=O)(O)O. Cell line: UACC-257. Synergy scores: CSS=11.2, Synergy_ZIP=-0.496, Synergy_Bliss=1.05, Synergy_Loewe=-3.67, Synergy_HSA=2.02. (8) Drug 1: CC1=CC2C(CCC3(C2CCC3(C(=O)C)OC(=O)C)C)C4(C1=CC(=O)CC4)C. Drug 2: CCC1(C2=C(COC1=O)C(=O)N3CC4=CC5=C(C=CC(=C5CN(C)C)O)N=C4C3=C2)O.Cl. Cell line: HOP-62. Synergy scores: CSS=45.7, Synergy_ZIP=3.33, Synergy_Bliss=-0.690, Synergy_Loewe=-56.6, Synergy_HSA=-6.69.